From a dataset of Catalyst prediction with 721,799 reactions and 888 catalyst types from USPTO. Predict which catalyst facilitates the given reaction. (1) Reactant: [CH:1]([C:3]1[S:7][C:6]([C:8]2[CH:9]=[C:10]3[C:14](=[C:15]([C:17]([NH2:19])=[O:18])[CH:16]=2)[NH:13][CH:12]=[C:11]3[CH:20]2[CH2:25][CH2:24][N:23]([S:26]([CH2:29][CH2:30][CH2:31][N:32]3[CH2:36][CH2:35][CH2:34][CH2:33]3)(=[O:28])=[O:27])[CH2:22][CH2:21]2)=[CH:5][CH:4]=1)=O.[NH:37]1[CH2:41][CH2:40][CH2:39][CH2:38]1.[BH-](OC(C)=O)(OC(C)=O)OC(C)=O.[Na+]. Product: [N:37]1([CH2:1][C:3]2[S:7][C:6]([C:8]3[CH:9]=[C:10]4[C:14](=[C:15]([C:17]([NH2:19])=[O:18])[CH:16]=3)[NH:13][CH:12]=[C:11]4[CH:20]3[CH2:25][CH2:24][N:23]([S:26]([CH2:29][CH2:30][CH2:31][N:32]4[CH2:36][CH2:35][CH2:34][CH2:33]4)(=[O:28])=[O:27])[CH2:22][CH2:21]3)=[CH:5][CH:4]=2)[CH2:41][CH2:40][CH2:39][CH2:38]1. The catalyst class is: 2. (2) Reactant: [CH2:1]=[O:2].[ClH:3].CO[C:6]1[CH:10]=[C:9]([C:11]([F:14])([F:13])[F:12])[N:8]([CH3:15])[N:7]=1.[C:16](=O)([O-])[O-].[K+].[K+]. Product: [Cl:3][CH2:6][C:10]1[C:1]([O:2][CH3:16])=[N:7][N:8]([CH3:15])[C:9]=1[C:11]([F:12])([F:13])[F:14]. The catalyst class is: 86. (3) The catalyst class is: 3. Product: [F:1][C:2]1[CH:7]=[CH:6][CH:5]=[C:4]([OH:8])[C:3]=1[C:9]1[N:18]=[C:17]([N:19]2[CH2:24][CH2:23][N:22]([C:28](=[O:29])[C@H:27]([OH:26])[CH2:31][C:32]([CH3:35])([CH3:34])[CH3:33])[CH2:21][CH2:20]2)[C:16]2[C:11](=[CH:12][C:13]([CH3:25])=[CH:14][CH:15]=2)[N:10]=1. Reactant: [F:1][C:2]1[C:3]([C:9]2[N:18]=[C:17]([N:19]3[CH2:24][CH2:23][NH:22][CH2:21][CH2:20]3)[C:16]3[C:11](=[CH:12][C:13]([CH3:25])=[CH:14][CH:15]=3)[N:10]=2)=[C:4]([OH:8])[CH:5]=[CH:6][CH:7]=1.[OH:26][C@H:27]([CH2:31][C:32]([CH3:35])([CH3:34])[CH3:33])[C:28](O)=[O:29].C(N(CC)CC)C.CN(C(ON1N=NC2C=CC=NC1=2)=[N+](C)C)C.F[P-](F)(F)(F)(F)F.